Dataset: Catalyst prediction with 721,799 reactions and 888 catalyst types from USPTO. Task: Predict which catalyst facilitates the given reaction. (1) The catalyst class is: 12. Product: [CH3:11][C:8]([C:4]1[CH:5]=[N:6][CH:7]=[C:2]([B:13]2[O:17][C:16]([CH3:19])([CH3:18])[C:15]([CH3:21])([CH3:20])[O:14]2)[CH:3]=1)([CH3:12])[C:9]#[N:10]. Reactant: Br[C:2]1[CH:3]=[C:4]([C:8]([CH3:12])([CH3:11])[C:9]#[N:10])[CH:5]=[N:6][CH:7]=1.[B:13]1([B:13]2[O:17][C:16]([CH3:19])([CH3:18])[C:15]([CH3:21])([CH3:20])[O:14]2)[O:17][C:16]([CH3:19])([CH3:18])[C:15]([CH3:21])([CH3:20])[O:14]1.C([O-])(=O)C.[K+]. (2) Reactant: [Cl:1][C:2](Cl)([O:4]C(=O)OC(Cl)(Cl)Cl)Cl.[C:13]1([CH2:19][OH:20])[CH:18]=[CH:17][CH:16]=[CH:15][CH:14]=1. Product: [Cl:1][C:2]([O:20][CH2:19][C:13]1[CH:18]=[CH:17][CH:16]=[CH:15][CH:14]=1)=[O:4]. The catalyst class is: 53. (3) Product: [CH3:28][N:29]([CH3:39])[C:30]1[CH:35]=[CH:34][C:33]([C:2]2[N:11]=[C:10]([NH:12][CH2:13][C:14]([C:22]3[CH:27]=[CH:26][CH:25]=[CH:24][CH:23]=3)([C:16]3[CH:21]=[CH:20][CH:19]=[CH:18][CH:17]=3)[CH3:15])[C:9]3[C:4](=[CH:5][CH:6]=[CH:7][CH:8]=3)[N:3]=2)=[CH:32][CH:31]=1. The catalyst class is: 147. Reactant: Cl[C:2]1[N:11]=[C:10]([NH:12][CH2:13][C:14]([C:22]2[CH:27]=[CH:26][CH:25]=[CH:24][CH:23]=2)([C:16]2[CH:21]=[CH:20][CH:19]=[CH:18][CH:17]=2)[CH3:15])[C:9]2[C:4](=[CH:5][CH:6]=[CH:7][CH:8]=2)[N:3]=1.[CH3:28][N:29]([CH3:39])[C:30]1[CH:35]=[CH:34][C:33](B(O)O)=[CH:32][CH:31]=1.C1(C(C2C=CC=CN=2)CNC2C3C(=CC=CC=3)N=C(C3C=CC(NS(C)(=O)=O)=CC=3)N=2)C=CC=CC=1. (4) Reactant: [CH3:1][C:2]1[CH:3]=[C:4]([S:15](Cl)(=[O:17])=[O:16])[CH:5]=[CH:6][C:7]=1[NH:8][C:9](=[O:14])[C:10]([F:13])([F:12])[F:11].[NH2:19][C:20]1[S:21][CH:22]=[CH:23][N:24]=1. Product: [F:11][C:10]([F:13])([F:12])[C:9]([NH:8][C:7]1[CH:6]=[CH:5][C:4]([S:15](=[O:17])(=[O:16])[NH:19][C:20]2[S:21][CH:22]=[CH:23][N:24]=2)=[CH:3][C:2]=1[CH3:1])=[O:14]. The catalyst class is: 17. (5) Reactant: [Cl:1][CH2:2][CH:3]=O.[Br:5][C:6]1[C:11]([CH2:12][CH3:13])=[C:10]([Cl:14])[N:9]=[N:8][C:7]=1[NH2:15].CCOC1C=CC(N)=CC=1. Product: [Br:5][C:6]1[C:7]2[N:8]([CH:2]=[CH:3][N:15]=2)[N:9]=[C:10]([Cl:14])[C:11]=1[CH2:12][CH3:13].[ClH:1]. The catalyst class is: 14. (6) Reactant: [F:1][C:2]1[CH:3]=[C:4]([OH:11])[CH:5]=[CH:6][C:7]=1[N+:8]([O-:10])=[O:9].[CH2:12](Br)[C:13]1[CH:18]=[CH:17][CH:16]=[CH:15][CH:14]=1.C(=O)([O-])[O-].[Cs+].[Cs+]. Product: [CH2:12]([O:11][C:4]1[CH:5]=[CH:6][C:7]([N+:8]([O-:10])=[O:9])=[C:2]([F:1])[CH:3]=1)[C:13]1[CH:18]=[CH:17][CH:16]=[CH:15][CH:14]=1. The catalyst class is: 711. (7) Reactant: [CH:1]1([CH2:4][O:5][C:6]2[CH:11]=[CH:10][C:9]([C:12]3[O:13][C:14]4[CH2:20][CH:19]([O:21][CH2:22][C:23](N5CCOCC5)=[O:24])[CH2:18][CH2:17][C:15]=4[N:16]=3)=[CH:8][C:7]=2[F:31])[CH2:3][CH2:2]1.[CH3:32][Mg]Br.[Cl-].[NH4+]. Product: [CH:1]1([CH2:4][O:5][C:6]2[CH:11]=[CH:10][C:9]([C:12]3[O:13][C:14]4[CH2:20][CH:19]([O:21][CH2:22][CH:23]([OH:24])[CH3:32])[CH2:18][CH2:17][C:15]=4[N:16]=3)=[CH:8][C:7]=2[F:31])[CH2:2][CH2:3]1. The catalyst class is: 1.